Dataset: Forward reaction prediction with 1.9M reactions from USPTO patents (1976-2016). Task: Predict the product of the given reaction. (1) Given the reactants [CH:1]#[C:2][CH3:3].C(N(CC)CC)C.Cl[C:12]1[N:17]=[C:16]([O:18][C:19]2[C:24]([CH3:25])=[CH:23][C:22]([CH3:26])=[CH:21][C:20]=2[CH3:27])[C:15]([C:28]([O:30][CH3:31])=[O:29])=[CH:14][CH:13]=1.C1(P(C2C=CC=CC=2)C2C=CC=CC=2)C=CC=CC=1, predict the reaction product. The product is: [C:1]([C:12]1[N:17]=[C:16]([O:18][C:19]2[C:24]([CH3:25])=[CH:23][C:22]([CH3:26])=[CH:21][C:20]=2[CH3:27])[C:15]([C:28]([O:30][CH3:31])=[O:29])=[CH:14][CH:13]=1)#[C:2][CH3:3]. (2) Given the reactants [F:1][C:2]1[CH:3]=[C:4]([C:8]2[N:16]3[C:11]([CH:12]([OH:18])[CH2:13][CH:14](C)[CH2:15]3)=[C:10]3[N:19]([CH3:26])[C:20](=[O:25])[N:21]([CH3:24])[C:22](=[O:23])[C:9]=23)[CH:5]=[CH:6][CH:7]=1.Br[CH2:28]C(C)CC(OC)=O.S[C@@H](C)CN1C(C2C=CC=CC=2)=C2C(N(C)C(=O)N(C)C2=O)=C1, predict the reaction product. The product is: [F:1][C:2]1[CH:3]=[C:4]([C:8]2[N:16]3[C:11]([CH:12]([OH:18])[CH:13]([CH3:28])[CH2:14][CH2:15]3)=[C:10]3[N:19]([CH3:26])[C:20](=[O:25])[N:21]([CH3:24])[C:22](=[O:23])[C:9]=23)[CH:5]=[CH:6][CH:7]=1. (3) The product is: [CH3:1][C:2]1[C:7]([CH3:8])=[CH:6][C:5]([C:9]([C:11]2[CH:16]=[CH:15][CH:14]=[CH:13][CH:12]=2)=[O:10])=[C:4]([OH:17])[CH:3]=1. Given the reactants [CH3:1][C:2]1[C:7]([CH3:8])=[CH:6][C:5]([C:9]([C:11]2[CH:16]=[CH:15][CH:14]=[CH:13][CH:12]=2)=[O:10])=[C:4]([O:17]C)[CH:3]=1.C[S-].[Na+].O, predict the reaction product.